This data is from Full USPTO retrosynthesis dataset with 1.9M reactions from patents (1976-2016). The task is: Predict the reactants needed to synthesize the given product. (1) Given the product [I:3][C:4]1[C:12]2[C:7](=[N:8][CH:9]=[N:10][C:11]=2[NH2:13])[N:6]([CH:14]2[CH2:19][CH2:18][N:17]([CH2:29][CH2:28][O:27][CH3:26])[CH2:16][CH2:15]2)[N:5]=1, predict the reactants needed to synthesize it. The reactants are: Cl.Cl.[I:3][C:4]1[C:12]2[C:7](=[N:8][CH:9]=[N:10][C:11]=2[NH2:13])[N:6]([CH:14]2[CH2:19][CH2:18][NH:17][CH2:16][CH2:15]2)[N:5]=1.C(=O)([O-])[O-].[K+].[K+].[CH3:26][O:27][CH2:28][CH2:29]Br. (2) Given the product [C:1]([O:9][C:10]1[CH:11]=[CH:12][C:13]([OH:16])=[CH:14][CH:15]=1)(=[O:8])[C:2]1[CH:3]=[CH:4][CH:5]=[CH:6][CH:7]=1, predict the reactants needed to synthesize it. The reactants are: [C:1]([O:9][C:10]1[CH:15]=[CH:14][C:13]([O:16]CC2C=CC=CC=2)=[CH:12][CH:11]=1)(=[O:8])[C:2]1[CH:7]=[CH:6][CH:5]=[CH:4][CH:3]=1.